This data is from Full USPTO retrosynthesis dataset with 1.9M reactions from patents (1976-2016). The task is: Predict the reactants needed to synthesize the given product. (1) The reactants are: [NH:1]1[CH2:6][CH2:5][CH:4]([C:7]2[CH:29]=[CH:28][C:10]([C:11]([NH:13][C:14]3[CH:19]=[CH:18][CH:17]=[CH:16][C:15]=3[NH:20][C:21](=[O:27])[O:22][C:23]([CH3:26])([CH3:25])[CH3:24])=[O:12])=[CH:9][CH:8]=2)[CH2:3][CH2:2]1.[CH3:30][N:31]1[CH:35]=[C:34]([CH:36]=O)[C:33]([CH3:38])=[N:32]1.C(O)(=O)C.[H][H].[OH-].[Na+]. Given the product [CH3:30][N:31]1[CH:35]=[C:34]([CH2:36][N:1]2[CH2:6][CH2:5][CH:4]([C:7]3[CH:29]=[CH:28][C:10]([C:11]([NH:13][C:14]4[CH:19]=[CH:18][CH:17]=[CH:16][C:15]=4[NH:20][C:21](=[O:27])[O:22][C:23]([CH3:25])([CH3:26])[CH3:24])=[O:12])=[CH:9][CH:8]=3)[CH2:3][CH2:2]2)[C:33]([CH3:38])=[N:32]1, predict the reactants needed to synthesize it. (2) Given the product [C:31]([C:2]1[CH:7]=[CH:6][C:5]([S:8]([CH3:11])(=[O:10])=[O:9])=[CH:4][C:3]=1[C:12]([N:14]1[CH2:19][CH2:18][N:17]([C:20]2[CH:25]=[CH:24][C:23]([C:26]([F:29])([F:28])[F:27])=[CH:22][CH:21]=2)[CH2:16][CH2:15]1)=[O:13])([CH3:32])=[CH2:30], predict the reactants needed to synthesize it. The reactants are: I[C:2]1[CH:7]=[CH:6][C:5]([S:8]([CH3:11])(=[O:10])=[O:9])=[CH:4][C:3]=1[C:12]([N:14]1[CH2:19][CH2:18][N:17]([C:20]2[CH:25]=[CH:24][C:23]([C:26]([F:29])([F:28])[F:27])=[CH:22][CH:21]=2)[CH2:16][CH2:15]1)=[O:13].[CH2:30]([Sn](CCCC)(CCCC)C(C)=C)[CH2:31][CH2:32]C.C1([As](C2C=CC=CC=2)C2C=CC=CC=2)C=CC=CC=1. (3) Given the product [Br:11][C:7]1[CH:8]=[CH:9][CH:10]=[C:2]2[C:3]=1[C:4](=[O:5])[NH:14][C:13](=[O:12])[NH:1]2, predict the reactants needed to synthesize it. The reactants are: [NH2:1][C:2]1[CH:10]=[CH:9][CH:8]=[C:7]([Br:11])[C:3]=1[C:4](O)=[O:5].[O-:12][C:13]#[N:14].[Na+].[OH-].[Na+].Cl. (4) The reactants are: Cl.[C:2]([CH:4]1[CH2:9][CH2:8][CH2:7][CH2:6][NH:5]1)#[CH:3].[OH-].[Na+].[CH3:12][C:13]1[S:14][C:15]([C:21]2[CH:26]=[CH:25][CH:24]=[CH:23][CH:22]=2)=[C:16]([C:18](Cl)=[O:19])[N:17]=1. Given the product [C:2]([CH:4]1[CH2:9][CH2:8][CH2:7][CH2:6][N:5]1[C:18]([C:16]1[N:17]=[C:13]([CH3:12])[S:14][C:15]=1[C:21]1[CH:22]=[CH:23][CH:24]=[CH:25][CH:26]=1)=[O:19])#[CH:3], predict the reactants needed to synthesize it. (5) Given the product [CH3:29][N:30]1[CH2:35][CH2:34][N:33]([C:36]2[CH:37]=[CH:38][C:39]([NH:42][C:3]3[N:4]=[CH:5][C:6]4[C:12](=[O:13])[CH2:11][CH:10]5[C:14](=[O:22])[NH:15][CH2:16][C:17]6([CH2:18][CH2:19][CH2:20][CH2:21]6)[N:9]5[C:7]=4[N:8]=3)=[N:40][CH:41]=2)[CH2:32][CH2:31]1, predict the reactants needed to synthesize it. The reactants are: CS[C:3]1[N:4]=[CH:5][C:6]2[C:12](=[O:13])[CH2:11][CH:10]3[C:14](=[O:22])[NH:15][CH2:16][C:17]4([CH2:21][CH2:20][CH2:19][CH2:18]4)[N:9]3[C:7]=2[N:8]=1.CN(C)C(=O)C.[CH3:29][N:30]1[CH2:35][CH2:34][N:33]([C:36]2[CH:37]=[CH:38][C:39]([NH2:42])=[N:40][CH:41]=2)[CH2:32][CH2:31]1.